This data is from Catalyst prediction with 721,799 reactions and 888 catalyst types from USPTO. The task is: Predict which catalyst facilitates the given reaction. Reactant: [C:1]([C:3]1[CH:8]=[CH:7][C:6]([C:9]2[C:13]([C:14]3[CH:19]=[CH:18][C:17]([O:20][CH3:21])=[CH:16][CH:15]=3)=[CH:12][S:11][C:10]=2/[CH:22]=[CH:23]/[C:24]([O:26][CH2:27][CH3:28])=[O:25])=[C:5]([CH3:29])[CH:4]=1)#[N:2].OCC1(OC[C@@H](O)[C@@H](O)[C@H]1O)O.[H][H]. Product: [C:1]([C:3]1[CH:8]=[CH:7][C:6]([C:9]2[C:13]([C:14]3[CH:19]=[CH:18][C:17]([O:20][CH3:21])=[CH:16][CH:15]=3)=[CH:12][S:11][C:10]=2[CH2:22][CH2:23][C:24]([O:26][CH2:27][CH3:28])=[O:25])=[C:5]([CH3:29])[CH:4]=1)#[N:2]. The catalyst class is: 29.